From a dataset of Full USPTO retrosynthesis dataset with 1.9M reactions from patents (1976-2016). Predict the reactants needed to synthesize the given product. (1) Given the product [Br:1][C:2]1[C:11]2[CH:10]=[N:9][CH:8]=[CH:7][C:6]=2[C:5]([CH:12]=[N:14][OH:15])=[CH:4][CH:3]=1, predict the reactants needed to synthesize it. The reactants are: [Br:1][C:2]1[C:11]2[CH:10]=[N:9][CH:8]=[CH:7][C:6]=2[C:5]([CH:12]=O)=[CH:4][CH:3]=1.[NH2:14][OH:15]. (2) Given the product [ClH:37].[NH2:7][CH:8]1[CH2:13][CH2:12][CH:11]([NH:14][S:15]([C:18]2[CH:23]=[CH:22][C:21]([F:24])=[C:20]([CH:19]=2)[C:25]([NH:26][C:27]2[CH:32]=[CH:31][C:30]([F:33])=[C:29]([F:34])[CH:28]=2)=[O:35])(=[O:16])=[O:17])[CH2:10][CH2:9]1.[ClH:37], predict the reactants needed to synthesize it. The reactants are: C(OC(=O)[NH:7][CH:8]1[CH2:13][CH2:12][CH:11]([NH:14][S:15]([C:18]2[CH:23]=[CH:22][C:21]([F:24])=[C:20]([C:25](=[O:35])[NH:26][C:27]3[CH:32]=[CH:31][C:30]([F:33])=[C:29]([F:34])[CH:28]=3)[CH:19]=2)(=[O:17])=[O:16])[CH2:10][CH2:9]1)(C)(C)C.[ClH:37]. (3) Given the product [C:8]12([C:18]3[CH:19]=[C:20]([CH:28]=[CH:29][CH:30]=3)[O:21][CH2:22][C:23]([OH:25])=[O:24])[CH2:15][CH:14]3[CH2:16][CH:10]([CH2:11][CH:12]([CH2:13]3)[CH2:17]1)[CH2:9]2, predict the reactants needed to synthesize it. The reactants are: C1COCC1.[OH-].[Na+].[C:8]12([C:18]3[CH:19]=[C:20]([CH:28]=[CH:29][CH:30]=3)[O:21][CH2:22][C:23]([O:25]CC)=[O:24])[CH2:17][CH:12]3[CH2:13][CH:14]([CH2:16][CH:10]([CH2:11]3)[CH2:9]1)[CH2:15]2.Cl. (4) Given the product [CH2:26]([N:13]1[CH2:14][CH2:15][N:10]([C:7]2[CH:8]=[CH:9][C:4]([N+:1]([O-:3])=[O:2])=[CH:5][C:6]=2[C:16]2[CH2:21][C:20]([CH3:23])([CH3:22])[CH2:19][C:18]([CH3:25])([CH3:24])[CH:17]=2)[CH2:11][CH2:12]1)[CH2:27][CH2:28][CH3:29], predict the reactants needed to synthesize it. The reactants are: [N+:1]([C:4]1[CH:9]=[CH:8][C:7]([N:10]2[CH2:15][CH2:14][NH:13][CH2:12][CH2:11]2)=[C:6]([C:16]2[CH2:21][C:20]([CH3:23])([CH3:22])[CH2:19][C:18]([CH3:25])([CH3:24])[CH:17]=2)[CH:5]=1)([O-:3])=[O:2].[CH:26](=O)[CH2:27][CH2:28][CH3:29].C(O[BH-](OC(=O)C)OC(=O)C)(=O)C.[Na+].C(O)(=O)C. (5) Given the product [C:16]([C:15]1[O:14][N:13]=[C:2]([CH2:3][CH2:4][NH:5][C:6](=[O:12])[O:7][C:8]([CH3:11])([CH3:10])[CH3:9])[N:1]=1)([CH3:19])([CH3:18])[CH3:17], predict the reactants needed to synthesize it. The reactants are: [NH2:1]/[C:2](=[N:13]\[O:14][C:15](=O)[C:16]([CH3:19])([CH3:18])[CH3:17])/[CH2:3][CH2:4][NH:5][C:6](=[O:12])[O:7][C:8]([CH3:11])([CH3:10])[CH3:9].[F-].C([N+](CCCC)(CCCC)CCCC)CCC.CCOC(C)=O. (6) Given the product [CH3:43][O:44][C:45](=[O:63])[C@@H:46]([NH:62][C:34]([C@@H:20]1[CH2:19][C:18]2[CH:17]=[C:16]3[O:37][CH2:38][C@H:13]([C:10]4[CH:9]=[CH:8][C:7]([O:6][CH2:5][C:4]5[CH:39]=[CH:40][C:41]([Cl:42])=[C:2]([Cl:1])[CH:3]=5)=[CH:12][CH:11]=4)[O:14][C:15]3=[CH:24][C:23]=2[CH2:22][N:21]1[C@@H:25]([C:28]1[CH:33]=[CH:32][CH:31]=[CH:30][CH:29]=1)[CH2:26][CH3:27])=[O:35])[CH2:47][C:48]1[CH:53]=[CH:52][C:51]([C:54]2[CH:59]=[CH:58][C:57]([C:60]#[N:61])=[CH:56][CH:55]=2)=[CH:50][CH:49]=1, predict the reactants needed to synthesize it. The reactants are: [Cl:1][C:2]1[CH:3]=[C:4]([CH:39]=[CH:40][C:41]=1[Cl:42])[CH2:5][O:6][C:7]1[CH:12]=[CH:11][C:10]([C@H:13]2[CH2:38][O:37][C:16]3=[CH:17][C:18]4[CH2:19][C@@H:20]([C:34](O)=[O:35])[N:21]([C@@H:25]([C:28]5[CH:33]=[CH:32][CH:31]=[CH:30][CH:29]=5)[CH2:26][CH3:27])[CH2:22][C:23]=4[CH:24]=[C:15]3[O:14]2)=[CH:9][CH:8]=1.[CH3:43][O:44][C:45](=[O:63])[C@@H:46]([NH2:62])[CH2:47][C:48]1[CH:53]=[CH:52][C:51]([C:54]2[CH:59]=[CH:58][C:57]([C:60]#[N:61])=[CH:56][CH:55]=2)=[CH:50][CH:49]=1.